The task is: Predict the product of the given reaction.. This data is from Forward reaction prediction with 1.9M reactions from USPTO patents (1976-2016). (1) Given the reactants [Br:1]N1C(=O)CCC1=O.[CH3:9][C:10]1[CH:19]=[CH:18][C:17]2[C:12](=[CH:13][CH:14]=[CH:15][CH:16]=2)[C:11]=1[C:20]([O:22][CH3:23])=[O:21].C(OOC(=O)C1C=CC=CC=1)(=O)C1C=CC=CC=1.C(OCC)(=O)C, predict the reaction product. The product is: [Br:1][CH2:9][C:10]1[CH:19]=[CH:18][C:17]2[C:12](=[CH:13][CH:14]=[CH:15][CH:16]=2)[C:11]=1[C:20]([O:22][CH3:23])=[O:21]. (2) Given the reactants CN(C(ON1N=NC2C=CC=CC1=2)=[N+](C)C)C.[B-](F)(F)(F)F.CCN(CC)CC.[NH2:30][C:31]1[C:32]([C:38]([OH:40])=O)=[N:33][C:34]([Br:37])=[CH:35][N:36]=1.[C:41]([NH:49][NH2:50])(=[O:48])[C:42]1[CH:47]=[CH:46][CH:45]=[CH:44][CH:43]=1, predict the reaction product. The product is: [NH2:30][C:31]1[C:32]([C:38]([N:49]([C:41]([C:42]2[CH:47]=[CH:46][CH:45]=[CH:44][CH:43]=2)=[O:48])[NH2:50])=[O:40])=[N:33][C:34]([Br:37])=[CH:35][N:36]=1. (3) Given the reactants [CH3:1][C:2]1([CH3:11])[O:6][CH:5]([CH2:7][CH2:8][CH2:9][OH:10])[CH2:4][O:3]1.C(N(CC)CC)C.[CH3:19][S:20](Cl)(=[O:22])=[O:21].O, predict the reaction product. The product is: [CH3:19][S:20]([O:10][CH2:9][CH2:8][CH2:7][CH:5]1[CH2:4][O:3][C:2]([CH3:11])([CH3:1])[O:6]1)(=[O:22])=[O:21]. (4) The product is: [Cl:1][C:2]1[S:6][C:5]([C:7]2[N:12]=[C:11]([NH:13][C:14]3[CH:19]=[CH:18][C:17]([CH2:20][C:21]([NH:31][C:30]#[N:28])=[O:22])=[CH:16][CH:15]=3)[C:10]([CH2:24][CH3:25])=[C:9]([CH3:26])[N:8]=2)=[CH:4][CH:3]=1. Given the reactants [Cl:1][C:2]1[S:6][C:5]([C:7]2[N:12]=[C:11]([NH:13][C:14]3[CH:19]=[CH:18][C:17]([CH2:20][C:21](O)=[O:22])=[CH:16][CH:15]=3)[C:10]([CH2:24][CH3:25])=[C:9]([CH3:26])[N:8]=2)=[CH:4][CH:3]=1.C[N:28]([C:30](ON1N=NC2C=CC=NC1=2)=[N+:31](C)C)C.F[P-](F)(F)(F)(F)F.C(N(C(C)C)CC)(C)C, predict the reaction product. (5) Given the reactants [N+:1]([C:4]1[CH:5]=[C:6]([NH:17][C:18](=[O:20])[CH3:19])[CH:7]=[CH:8][C:9]=1[S:10][C:11]1[CH:16]=[CH:15][CH:14]=[CH:13][CH:12]=1)([O-])=O.[NH4+].[Cl-], predict the reaction product. The product is: [NH2:1][C:4]1[CH:5]=[C:6]([NH:17][C:18](=[O:20])[CH3:19])[CH:7]=[CH:8][C:9]=1[S:10][C:11]1[CH:16]=[CH:15][CH:14]=[CH:13][CH:12]=1. (6) The product is: [C:4]1([C:40]2[CH:41]=[CH:42][CH:43]=[CH:44][CH:45]=2)[CH:5]=[CH:6][C:7]([C:10]2[N:15]=[C:14]3[N:16]=[C:17]([O:27][C:28]4[CH:29]=[CH:30][C:31]([CH3:38])=[C:32]([CH:37]=4)[C:33]([O:35][CH3:36])=[O:34])[NH:18][C:13]3=[CH:12][C:11]=2[Cl:39])=[CH:8][CH:9]=1. Given the reactants C(O)=O.[C:4]1([C:40]2[CH:45]=[CH:44][CH:43]=[CH:42][CH:41]=2)[CH:9]=[CH:8][C:7]([C:10]2[N:15]=[C:14]3[N:16]=[C:17]([O:27][C:28]4[CH:29]=[CH:30][C:31]([CH3:38])=[C:32]([CH:37]=4)[C:33]([O:35][CH3:36])=[O:34])[N:18](COCC[Si](C)(C)C)[C:13]3=[CH:12][C:11]=2[Cl:39])=[CH:6][CH:5]=1.S(=O)(=O)(O)[O-].[K+], predict the reaction product.